This data is from Full USPTO retrosynthesis dataset with 1.9M reactions from patents (1976-2016). The task is: Predict the reactants needed to synthesize the given product. (1) Given the product [OH:12][CH2:11][CH2:10][C:8]1[O:9][C:5]2[CH:4]=[CH:3][C:2]([C:19]3[CH:20]=[CH:21][C:16]([C:14]#[N:15])=[CH:17][CH:18]=3)=[CH:13][C:6]=2[CH:7]=1, predict the reactants needed to synthesize it. The reactants are: Br[C:2]1[CH:3]=[CH:4][C:5]2[O:9][C:8]([CH2:10][CH2:11][OH:12])=[CH:7][C:6]=2[CH:13]=1.[C:14]([C:16]1[CH:21]=[CH:20][C:19](B(O)O)=[CH:18][CH:17]=1)#[N:15].C1(P(C2CCCCC2)C2C=CC=CC=2C2C=CC=CC=2)CCCCC1.C(=O)([O-])[O-].[Na+].[Na+]. (2) Given the product [CH3:1][N:2]1[C:11]2[CH:10]=[CH:9][CH:8]=[C:7]3[CH:12]4[CH2:18][CH2:17][N:16]([CH2:20][CH2:21][CH2:22][C:23]([C:25]5[CH:26]=[CH:27][C:28]([F:31])=[CH:29][CH:30]=5)=[O:24])[CH2:15][CH2:14][CH:13]4[N:5]([C:6]=23)[CH2:4][CH2:3]1, predict the reactants needed to synthesize it. The reactants are: [CH3:1][N:2]1[C:11]2[CH:10]=[CH:9][CH:8]=[C:7]3[CH:12]4[CH2:18][CH2:17][NH:16][CH2:15][CH2:14][CH:13]4[N:5]([C:6]=23)[CH2:4][CH2:3]1.Cl[CH2:20][CH2:21][CH2:22][C:23]([C:25]1[CH:30]=[CH:29][C:28]([F:31])=[CH:27][CH:26]=1)=[O:24].CCN(C(C)C)C(C)C.